Dataset: Full USPTO retrosynthesis dataset with 1.9M reactions from patents (1976-2016). Task: Predict the reactants needed to synthesize the given product. (1) Given the product [CH3:1][O:2][C:3](=[O:62])[NH:4][CH:5]([C:9]([N:11]1[CH2:15][C:14](=[CH2:16])[CH2:13][CH:12]1[C:17]1[NH:18][C:19]([C:22]2[CH:31]=[CH:30][C:29]3[C:24](=[CH:25][CH:26]=[C:27]([C:32]4[CH:33]=[CH:34][C:35]([C:38]5[NH:39][C:40]([CH:43]6[CH2:47][CH2:46][CH2:45][N:44]6[C:48](=[O:61])[CH:49]([NH:56][C:57]([O:59][CH3:60])=[O:58])[C:50]6[CH:51]=[CH:52][CH:53]=[CH:54][C:55]=6[O:64][CH3:63])=[N:41][CH:42]=5)=[CH:36][CH:37]=4)[CH:28]=3)[CH:23]=2)=[CH:20][N:21]=1)=[O:10])[CH:6]([CH3:7])[CH3:8], predict the reactants needed to synthesize it. The reactants are: [CH3:1][O:2][C:3](=[O:62])[NH:4][CH:5]([C:9]([N:11]1[CH2:15][C:14](=[CH2:16])[CH2:13][CH:12]1[C:17]1[NH:18][C:19]([C:22]2[CH:31]=[CH:30][C:29]3[C:24](=[CH:25][CH:26]=[C:27]([C:32]4[CH:37]=[CH:36][C:35]([C:38]5[NH:39][C:40]([CH:43]6[CH2:47][CH2:46][CH2:45][N:44]6[C:48](=[O:61])[CH:49]([NH:56][C:57]([O:59][CH3:60])=[O:58])[C:50]6[CH:55]=[CH:54][CH:53]=[CH:52][CH:51]=6)=[N:41][CH:42]=5)=[CH:34][CH:33]=4)[CH:28]=3)[CH:23]=2)=[CH:20][N:21]=1)=[O:10])[CH:6]([CH3:8])[CH3:7].[CH3:63][O:64]C(NC(C1C=CC=CC=1OC)C(O)=O)=O. (2) Given the product [ClH:37].[ClH:37].[ClH:37].[CH2:1]([C:5]1[CH:6]=[CH:7][C:8]([N:9]([CH:10]2[CH2:11][CH2:12][N:13]([CH2:16][C:17]3[CH:22]=[CH:21][N:20]=[C:19]([C:23]4[CH:28]=[C:27]([O:29][CH3:30])[C:26]([O:31][CH3:32])=[C:25]([O:33][CH3:34])[CH:24]=4)[CH:18]=3)[CH2:14][CH2:15]2)[CH2:38][C:39]2[C:40]([C:45]3[CH:50]=[C:49]([O:51][CH3:52])[C:48]([O:53][CH3:54])=[C:47]([O:55][CH3:56])[CH:46]=3)=[N:41][CH:42]=[CH:43][CH:44]=2)=[CH:35][CH:36]=1)[CH2:2][CH2:3][CH3:4], predict the reactants needed to synthesize it. The reactants are: [CH2:1]([C:5]1[CH:36]=[CH:35][C:8]([NH:9][CH:10]2[CH2:15][CH2:14][N:13]([CH2:16][C:17]3[CH:22]=[CH:21][N:20]=[C:19]([C:23]4[CH:28]=[C:27]([O:29][CH3:30])[C:26]([O:31][CH3:32])=[C:25]([O:33][CH3:34])[CH:24]=4)[CH:18]=3)[CH2:12][CH2:11]2)=[CH:7][CH:6]=1)[CH2:2][CH2:3][CH3:4].[Cl:37][CH2:38][C:39]1[C:40]([C:45]2[CH:50]=[C:49]([O:51][CH3:52])[C:48]([O:53][CH3:54])=[C:47]([O:55][CH3:56])[CH:46]=2)=[N:41][CH:42]=[CH:43][CH:44]=1. (3) Given the product [CH2:24]([N:31]1[CH2:35][CH2:36][C:20]2([C:19]3[C:18]([C:21]#[N:22])=[CH:17][CH:16]=[CH:15][C:14]=3[NH:13][C:12]2=[O:11])[CH2:33][CH2:32]1)[C:25]1[CH:30]=[CH:29][CH:28]=[CH:27][CH:26]=1, predict the reactants needed to synthesize it. The reactants are: C[Si]([N-][Si](C)(C)C)(C)C.[Na+].[O:11]=[C:12]1[CH2:20][C:19]2[C:18]([C:21]#[N:22])=[CH:17][CH:16]=[CH:15][C:14]=2[NH:13]1.Cl.[CH2:24]([N:31]([CH2:35][CH2:36]Cl)[CH2:32][CH2:33]Cl)[C:25]1[CH:30]=[CH:29][CH:28]=[CH:27][CH:26]=1. (4) The reactants are: [C:1]([O:5][C:6](=[O:34])[NH:7][C:8]1[CH:13]=[C:12]([CH3:14])[C:11]([CH2:15][NH:16][C:17]([C:19]2[CH:20]=[N:21][N:22]([CH2:24][C:25]3[CH:30]=[CH:29][C:28]([CH2:31]Cl)=[CH:27][CH:26]=3)[CH:23]=2)=[O:18])=[C:10]([CH3:33])[N:9]=1)([CH3:4])([CH3:3])[CH3:2].[C:35]1(=[O:41])[NH:39][C:38](=[O:40])[CH2:37][CH2:36]1.C(=O)([O-])[O-].[K+].[K+]. Given the product [C:1]([O:5][C:6](=[O:34])[NH:7][C:8]1[CH:13]=[C:12]([CH3:14])[C:11]([CH2:15][NH:16][C:17]([C:19]2[CH:20]=[N:21][N:22]([CH2:24][C:25]3[CH:30]=[CH:29][C:28]([CH2:31][N:39]4[C:35](=[O:41])[CH2:36][CH2:37][C:38]4=[O:40])=[CH:27][CH:26]=3)[CH:23]=2)=[O:18])=[C:10]([CH3:33])[N:9]=1)([CH3:4])([CH3:3])[CH3:2], predict the reactants needed to synthesize it.